Task: Predict which catalyst facilitates the given reaction.. Dataset: Catalyst prediction with 721,799 reactions and 888 catalyst types from USPTO (1) Reactant: [CH2:1]([O:3][C:4](=[O:37])[CH2:5][C:6]1[CH:7]=[C:8]([C:14]2[CH:19]=[CH:18][C:17]([N+:20]([O-])=O)=[CH:16][C:15]=2[CH2:23][N:24]([C:27]([O:29][CH2:30][C:31]2[CH:36]=[CH:35][CH:34]=[CH:33][CH:32]=2)=[O:28])[CH2:25][CH3:26])[C:9]([O:12][CH3:13])=[CH:10][CH:11]=1)[CH3:2].[Sn](Cl)Cl.Cl. Product: [CH2:1]([O:3][C:4](=[O:37])[CH2:5][C:6]1[CH:7]=[C:8]([C:14]2[CH:19]=[CH:18][C:17]([NH2:20])=[CH:16][C:15]=2[CH2:23][N:24]([C:27]([O:29][CH2:30][C:31]2[CH:36]=[CH:35][CH:34]=[CH:33][CH:32]=2)=[O:28])[CH2:25][CH3:26])[C:9]([O:12][CH3:13])=[CH:10][CH:11]=1)[CH3:2]. The catalyst class is: 351. (2) Reactant: [Cl:1][C:2]1[N:7]=[C:6]([N:8]2[CH2:13][CH2:12][CH:11]([C:14]([O:16][CH3:17])=[O:15])[CH2:10][CH2:9]2)[CH:5]=[CH:4][CH:3]=1.[I:18]N1C(=O)CCC1=O. Product: [Cl:1][C:2]1[N:7]=[C:6]([N:8]2[CH2:9][CH2:10][CH:11]([C:14]([O:16][CH3:17])=[O:15])[CH2:12][CH2:13]2)[CH:5]=[CH:4][C:3]=1[I:18]. The catalyst class is: 23. (3) Reactant: C(OC([NH:8][C@@H:9]([C:28]1[CH:33]=[CH:32][CH:31]=[CH:30][CH:29]=1)[C:10]1[CH:11]=[C:12]([CH:25]=[CH:26][CH:27]=1)[O:13][CH2:14][C:15]1[CH:24]=[CH:23][C:18]([C:19]([O:21][CH3:22])=[O:20])=[CH:17][CH:16]=1)=O)(C)(C)C.[ClH:34].O1CCOCC1. Product: [ClH:34].[NH2:8][C@@H:9]([C:28]1[CH:29]=[CH:30][CH:31]=[CH:32][CH:33]=1)[C:10]1[CH:11]=[C:12]([CH:25]=[CH:26][CH:27]=1)[O:13][CH2:14][C:15]1[CH:24]=[CH:23][C:18]([C:19]([O:21][CH3:22])=[O:20])=[CH:17][CH:16]=1. The catalyst class is: 5. (4) Reactant: [OH:1][C:2]1[CH:11]=[C:10]([OH:12])[C:9]2[C:4](=[CH:5][CH:6]=[CH:7][CH:8]=2)[C:3]=1[C:13]([O:15][CH2:16][C:17]1[CH:22]=[CH:21][CH:20]=[CH:19][CH:18]=1)=[O:14].[I:23]N1C(=O)CCC1=O. Product: [OH:1][C:2]1[C:11]([I:23])=[C:10]([OH:12])[C:9]2[C:4](=[CH:5][CH:6]=[CH:7][CH:8]=2)[C:3]=1[C:13]([O:15][CH2:16][C:17]1[CH:22]=[CH:21][CH:20]=[CH:19][CH:18]=1)=[O:14]. The catalyst class is: 245.